This data is from Full USPTO retrosynthesis dataset with 1.9M reactions from patents (1976-2016). The task is: Predict the reactants needed to synthesize the given product. (1) Given the product [Cl:11][C:7]1[C:3]2[C:4](=[O:6])[O:5][C:26]([C:25]3[CH:29]=[CH:30][CH:31]=[CH:32][C:24]=3[O:23][CH3:22])=[N:1][C:2]=2[CH:10]=[CH:9][CH:8]=1, predict the reactants needed to synthesize it. The reactants are: [NH2:1][C:2]1[CH:10]=[CH:9][CH:8]=[C:7]([Cl:11])[C:3]=1[C:4]([OH:6])=[O:5].FC1C=CC=CC=1C(Cl)=O.[CH3:22][O:23][C:24]1[CH:32]=[CH:31][CH:30]=[CH:29][C:25]=1[C:26](Cl)=O. (2) Given the product [CH:1]([O:5][C:6]([N:8]1[CH2:13][CH2:12][CH:11]([N:14]2[C:18]3=[N:19][CH:20]=[N:21][C:22]([O:23][C:24]4[CH:29]=[CH:28][C:27]([S:30]([CH3:33])(=[O:32])=[O:31])=[CH:26][C:25]=4[F:34])=[C:17]3[CH:16]=[N:15]2)[CH2:10][CH2:9]1)=[O:7])([CH3:3])[CH3:2], predict the reactants needed to synthesize it. The reactants are: [C:1]([O:5][C:6]([N:8]1[CH2:13][CH2:12][CH:11]([N:14]2[C:18]3=[N:19][CH:20]=[N:21][C:22]([O:23][C:24]4[CH:29]=[CH:28][C:27]([S:30]([CH3:33])(=[O:32])=[O:31])=[CH:26][C:25]=4[F:34])=[C:17]3[CH:16]=[N:15]2)[CH2:10][CH2:9]1)=[O:7])(C)([CH3:3])[CH3:2].Cl.C(N(CC)CC)C.ClC(OC(C)C)=O. (3) Given the product [Cl:1][C:2]1[CH:28]=[C:27]([Cl:29])[CH:26]=[CH:25][C:3]=1[C:4]([C:6]1[O:7][C:8]2[CH:15]=[C:14]([C:16]3[CH:17]=[C:18]([CH:22]=[CH:23][CH:24]=3)[C:19]([NH:34][CH2:33][CH2:32][O:31][CH3:30])=[O:20])[CH:13]=[CH:12][C:9]=2[C:10]=1[CH3:11])=[O:5], predict the reactants needed to synthesize it. The reactants are: [Cl:1][C:2]1[CH:28]=[C:27]([Cl:29])[CH:26]=[CH:25][C:3]=1[C:4]([C:6]1[O:7][C:8]2[CH:15]=[C:14]([C:16]3[CH:17]=[C:18]([CH:22]=[CH:23][CH:24]=3)[C:19](O)=[O:20])[CH:13]=[CH:12][C:9]=2[C:10]=1[CH3:11])=[O:5].[CH3:30][O:31][CH2:32][CH2:33][NH2:34].CCN=C=NCCCN(C)C.C(N(CC)C(C)C)(C)C. (4) Given the product [Cl:29][C:27]1[CH:26]=[C:25]([CH2:30][S:31]([NH:34][C:52]2[C:53]([O:54][CH3:55])=[CH:48][N:49]=[C:50]([C:56]([F:58])([F:59])[F:57])[N:51]=2)(=[O:33])=[O:32])[CH:24]=[C:23]([Cl:22])[CH:28]=1, predict the reactants needed to synthesize it. The reactants are: ClC1C=C(S(NC2C(OC)=CN=C(Cl)N=2)(=O)=O)C=CC=1Cl.[Cl:22][C:23]1[CH:24]=[C:25]([CH2:30][S:31]([NH2:34])(=[O:33])=[O:32])[CH:26]=[C:27]([Cl:29])[CH:28]=1.ClC1C=C(S(N)(=O)=O)C=CC=1Cl.Cl[C:48]1[C:53]([O:54][CH3:55])=[CH:52][N:51]=[C:50]([C:56]([F:59])([F:58])[F:57])[N:49]=1.ClC1N=C(Cl)C(OC)=CN=1. (5) The reactants are: [C:1]1([C:7]2[O:11][N:10]=[C:9]([C:12]3[C:24]4[CH2:23][CH2:22][C:21]5[N:20]=[C:19]([CH:25]([OH:28])CO)[CH:18]=[CH:17][C:16]=5[C:15]=4[O:14][N:13]=3)[C:8]=2[C:29]([F:32])([F:31])[F:30])[CH:6]=[CH:5][CH:4]=[CH:3][CH:2]=1.I([O-])(=O)(=O)=O.[Na+].O. Given the product [C:1]1([C:7]2[O:11][N:10]=[C:9]([C:12]3[C:24]4[CH2:23][CH2:22][C:21]5[N:20]=[C:19]([CH:25]=[O:28])[CH:18]=[CH:17][C:16]=5[C:15]=4[O:14][N:13]=3)[C:8]=2[C:29]([F:31])([F:32])[F:30])[CH:2]=[CH:3][CH:4]=[CH:5][CH:6]=1, predict the reactants needed to synthesize it. (6) Given the product [CH3:17][CH:18]([CH3:27])[CH2:19][C@H:20]([NH:21][C:14]([C:12]1[CH:11]=[CH:10][CH:9]=[C:8]([C:4]2[CH:5]=[CH:6][CH:7]=[C:2]([Cl:1])[CH:3]=2)[N:13]=1)=[O:16])[C:22]1[S:23][CH:24]=[CH:25][N:26]=1, predict the reactants needed to synthesize it. The reactants are: [Cl:1][C:2]1[CH:3]=[C:4]([C:8]2[N:13]=[C:12]([C:14]([OH:16])=O)[CH:11]=[CH:10][CH:9]=2)[CH:5]=[CH:6][CH:7]=1.[CH3:17][CH:18]([CH3:27])[CH2:19][C@@H:20]([C:22]1[S:23][CH:24]=[CH:25][N:26]=1)[NH2:21].